Dataset: Full USPTO retrosynthesis dataset with 1.9M reactions from patents (1976-2016). Task: Predict the reactants needed to synthesize the given product. (1) Given the product [CH3:28][N:14]([C:5]1[CH:6]=[CH:7][C:8]2[O:9][CH2:10][CH2:11][O:12][C:13]=2[C:4]=1[N+:1]([O-:3])=[O:2])[C:15](=[O:21])[O:16][C:17]([CH3:18])([CH3:20])[CH3:19], predict the reactants needed to synthesize it. The reactants are: [N+:1]([C:4]1[C:13]2[O:12][CH2:11][CH2:10][O:9][C:8]=2[CH:7]=[CH:6][C:5]=1[NH:14][C:15](=[O:21])[O:16][C:17]([CH3:20])([CH3:19])[CH3:18])([O-:3])=[O:2].[H-].[Na+].S(OC)(O[CH3:28])(=O)=O.O. (2) Given the product [Cl:1][C:2]1[CH:9]=[C:8]([O:10][C:11]2[CH:16]=[CH:15][C:14]([CH:17]([CH3:38])[C:18]([OH:19])([C:20]3[CH:21]=[C:22]4[C:27](=[CH:28][CH:29]=3)[N:26]=[C:25]([O:30][CH:31]([CH3:33])[CH3:32])[CH:24]=[C:23]4[C:34]([F:35])([F:37])[F:36])[C:41]([F:43])([F:42])[F:40])=[C:13]([Cl:39])[CH:12]=2)[CH:7]=[CH:6][C:3]=1[C:4]#[N:5], predict the reactants needed to synthesize it. The reactants are: [Cl:1][C:2]1[CH:9]=[C:8]([O:10][C:11]2[CH:16]=[CH:15][C:14]([CH:17]([CH3:38])[C:18]([C:20]3[CH:21]=[C:22]4[C:27](=[CH:28][CH:29]=3)[N:26]=[C:25]([O:30][CH:31]([CH3:33])[CH3:32])[CH:24]=[C:23]4[C:34]([F:37])([F:36])[F:35])=[O:19])=[C:13]([Cl:39])[CH:12]=2)[CH:7]=[CH:6][C:3]=1[C:4]#[N:5].[F:40][C:41]([Si](C)(C)C)([F:43])[F:42].[F-].C[N+](C)(C)C. (3) Given the product [ClH:103].[CH3:36][N:25]([CH:26]1[CH2:31][C:30]([CH3:33])([CH3:32])[NH:29][C:28]([CH3:35])([CH3:34])[CH2:27]1)[C:22]1[N:23]=[N:24][C:19]([C:4]2[CH:5]=[C:6]3[C:11](=[CH:12][C:3]=2[OH:2])[N:10]=[CH:9][C:8]([C:13]2[N:14]=[CH:15][N:16]([CH3:18])[CH:17]=2)=[CH:7]3)=[CH:20][CH:21]=1, predict the reactants needed to synthesize it. The reactants are: C[O:2][C:3]1[CH:12]=[C:11]2[C:6]([CH:7]=[C:8]([C:13]3[N:14]=[CH:15][N:16]([CH3:18])[CH:17]=3)[CH:9]=[N:10]2)=[CH:5][C:4]=1[C:19]1[N:24]=[N:23][C:22]([N:25]([CH3:36])[CH:26]2[CH2:31][C:30]([CH3:33])([CH3:32])[NH:29][C:28]([CH3:35])([CH3:34])[CH2:27]2)=[CH:21][CH:20]=1.COC1C=C2C(C=C(O)C=N2)=CC=1C1N=NC(N(C)C2CC(C)(C)NC(C)(C)C2)=CC=1.CN(C1CC(C)(C)NC(C)(C)C1)C1N=NC(C2C=C3C(=CC=2O)N=CC(C2N=CN(C)C=2)=C3)=CC=1.[ClH:103]. (4) The reactants are: [CH3:1][C:2]1[CH:8]=[C:7]([B:9]2[O:13][C:12]([CH3:15])([CH3:14])[C:11]([CH3:17])([CH3:16])[O:10]2)[CH:6]=[C:5]([N+:18]([O-])=O)[C:3]=1[NH2:4]. Given the product [CH3:1][C:2]1[CH:8]=[C:7]([B:9]2[O:13][C:12]([CH3:15])([CH3:14])[C:11]([CH3:17])([CH3:16])[O:10]2)[CH:6]=[C:5]([NH2:18])[C:3]=1[NH2:4], predict the reactants needed to synthesize it. (5) Given the product [CH:14]([C:11]1[N:10]=[CH:9][C:8]([NH2:7])=[CH:13][CH:12]=1)([CH3:16])[CH3:15], predict the reactants needed to synthesize it. The reactants are: C(OC(=O)[NH:7][C:8]1[CH:9]=[N:10][C:11]([CH:14]([CH3:16])[CH3:15])=[CH:12][CH:13]=1)(C)(C)C.Cl.O1CCOCC1. (6) Given the product [CH2:33]([O:32][C:8]1[CH:9]=[C:10]([CH2:12][N:13]2[CH2:16][C:15]3([CH2:20][C:19]([N:21]4[CH2:22][CH2:23][CH:24]([C:27]([OH:29])=[O:28])[CH2:25][CH2:26]4)=[N:18][O:17]3)[CH2:14]2)[CH:11]=[C:6]([O:5][CH2:3][CH3:4])[C:7]=1[C:35]1[CH:40]=[CH:39][C:38]([F:41])=[CH:37][CH:36]=1)[CH3:34], predict the reactants needed to synthesize it. The reactants are: [OH-].[Na+].[CH2:3]([O:5][C:6]1[CH:11]=[C:10]([CH2:12][N:13]2[CH2:16][C:15]3([CH2:20][C:19]([N:21]4[CH2:26][CH2:25][CH:24]([C:27]([O:29]CC)=[O:28])[CH2:23][CH2:22]4)=[N:18][O:17]3)[CH2:14]2)[CH:9]=[C:8]([O:32][CH2:33][CH3:34])[C:7]=1[C:35]1[CH:40]=[CH:39][C:38]([F:41])=[CH:37][CH:36]=1)[CH3:4].Cl. (7) Given the product [N:5]1[CH:10]=[CH:9][C:8]([N:11]2[CH2:16][CH2:15][CH:14]([C:17]([Cl:3])=[O:19])[CH2:13][CH2:12]2)=[CH:7][CH:6]=1, predict the reactants needed to synthesize it. The reactants are: S(Cl)([Cl:3])=O.[N:5]1[CH:10]=[CH:9][C:8]([N:11]2[CH2:16][CH2:15][CH:14]([C:17]([OH:19])=O)[CH2:13][CH2:12]2)=[CH:7][CH:6]=1. (8) Given the product [CH:7]([C:8]1[CH:13]=[CH:12][C:11]([C:14]#[N:15])=[C:10]([F:16])[CH:9]=1)=[CH2:6], predict the reactants needed to synthesize it. The reactants are: CS(O[CH2:6][CH2:7][C:8]1[CH:13]=[CH:12][C:11]([C:14]#[N:15])=[C:10]([F:16])[CH:9]=1)(=O)=O.C(N(CC)CC)C.C1CCN2C(=NCCC2)CC1. (9) Given the product [S:1]1[C:5]2[CH:6]=[CH:7][CH:8]=[CH:9][C:4]=2[N:3]=[C:2]1[C:10]1[C:14]2[CH:15]=[CH:16][CH:17]=[CH:18][C:13]=2[O:12][C:11]=1[C:19]([NH2:24])=[O:21], predict the reactants needed to synthesize it. The reactants are: [S:1]1[C:5]2[CH:6]=[CH:7][CH:8]=[CH:9][C:4]=2[N:3]=[C:2]1[C:10]1[C:14]2[CH:15]=[CH:16][CH:17]=[CH:18][C:13]=2[O:12][C:11]=1[C:19]([O:21]CC)=O.[NH3:24]. (10) Given the product [F:1][C:2]1[CH:3]=[C:4]([CH:5]=[C:6]([F:19])[C:7]=1[O:8][C:9]1[CH:10]=[N:11][C:12]([C:15]([F:16])([F:17])[F:18])=[CH:13][CH:14]=1)[CH2:20][O:21][C:23]1[CH:34]=[C:27]2[N:28]([CH3:33])[C@@H:29]([CH3:32])[CH2:30][CH2:31][N:26]2[C:25](=[O:35])[N:24]=1, predict the reactants needed to synthesize it. The reactants are: [F:1][C:2]1[CH:3]=[C:4]([CH2:20][OH:21])[CH:5]=[C:6]([F:19])[C:7]=1[O:8][C:9]1[CH:10]=[N:11][C:12]([C:15]([F:18])([F:17])[F:16])=[CH:13][CH:14]=1.Cl[C:23]1[CH:34]=[C:27]2[N:28]([CH3:33])[C@@H:29]([CH3:32])[CH2:30][CH2:31][N:26]2[C:25](=[O:35])[N:24]=1.